From a dataset of Forward reaction prediction with 1.9M reactions from USPTO patents (1976-2016). Predict the product of the given reaction. (1) Given the reactants Br[C:2]1[CH:3]=[N:4][C:5]([C:8]([F:11])([F:10])[F:9])=[N:6][CH:7]=1.[CH2:12]([O:14][C:15](=[O:19])[CH2:16][C:17]#[N:18])[CH3:13].CC([O-])(C)C.[K+].CC(O)=O, predict the reaction product. The product is: [CH2:12]([O:14][C:15](=[O:19])[CH:16]([C:17]#[N:18])[C:2]1[CH:3]=[N:4][C:5]([C:8]([F:11])([F:10])[F:9])=[N:6][CH:7]=1)[CH3:13]. (2) Given the reactants [OH:1][CH2:2][C:3]1[CH:18]=[CH:17][C:6]([C:7]([NH:9][C:10]2[CH:15]=[CH:14][CH:13]=[CH:12][C:11]=2[OH:16])=[O:8])=[CH:5][CH:4]=1, predict the reaction product. The product is: [CH:2]([C:3]1[CH:4]=[CH:5][C:6]([C:7]([NH:9][C:10]2[CH:15]=[CH:14][CH:13]=[CH:12][C:11]=2[OH:16])=[O:8])=[CH:17][CH:18]=1)=[O:1].